The task is: Regression/Classification. Given a drug SMILES string, predict its absorption, distribution, metabolism, or excretion properties. Task type varies by dataset: regression for continuous measurements (e.g., permeability, clearance, half-life) or binary classification for categorical outcomes (e.g., BBB penetration, CYP inhibition). Dataset: bbb_martins.. This data is from Blood-brain barrier penetration binary classification data from Martins et al.. (1) The drug is CN1CCN(/C=C2\N=C3CN=C(c4ccccc4Cl)c4cc([N+](=O)[O-])ccc4N3C2=O)CC1. The result is 1 (penetrates BBB). (2) The compound is Cc1ncc2n1-c1ccc(Cl)cc1C(c1ccccc1F)=NC2.O=C(O)/C=C\C(=O)O. The result is 1 (penetrates BBB). (3) The molecule is O=C(CC1c2ccccc2C(=O)N1c1ccc2ccc(Cl)nc2n1)N1CCC2(CC1)OCCO2. The result is 1 (penetrates BBB).